From a dataset of NCI-60 drug combinations with 297,098 pairs across 59 cell lines. Regression. Given two drug SMILES strings and cell line genomic features, predict the synergy score measuring deviation from expected non-interaction effect. (1) Drug 1: C1CN(CCN1C(=O)CCBr)C(=O)CCBr. Drug 2: C(CCl)NC(=O)N(CCCl)N=O. Cell line: A498. Synergy scores: CSS=14.6, Synergy_ZIP=-7.37, Synergy_Bliss=-2.65, Synergy_Loewe=-6.42, Synergy_HSA=-2.79. (2) Drug 1: C1C(C(OC1N2C=NC3=C(N=C(N=C32)Cl)N)CO)O. Drug 2: CCC1=C2CN3C(=CC4=C(C3=O)COC(=O)C4(CC)O)C2=NC5=C1C=C(C=C5)O. Cell line: SN12C. Synergy scores: CSS=56.2, Synergy_ZIP=-3.96, Synergy_Bliss=-2.89, Synergy_Loewe=0.173, Synergy_HSA=0.930. (3) Drug 1: C1C(C(OC1N2C=NC(=NC2=O)N)CO)O. Drug 2: CC1C(C(CC(O1)OC2CC(CC3=C2C(=C4C(=C3O)C(=O)C5=C(C4=O)C(=CC=C5)OC)O)(C(=O)CO)O)N)O.Cl. Cell line: RPMI-8226. Synergy scores: CSS=43.2, Synergy_ZIP=-9.36, Synergy_Bliss=-12.4, Synergy_Loewe=-21.9, Synergy_HSA=-7.15.